This data is from Full USPTO retrosynthesis dataset with 1.9M reactions from patents (1976-2016). The task is: Predict the reactants needed to synthesize the given product. (1) Given the product [C:1]([C:5]1[CH:11]=[CH:10][C:8]([CH2:12][C:13]2[S:37][C:36]([NH:35][C:25]3[CH:26]=[CH:27][C:28]([N:29]4[CH:33]=[C:32]([CH3:34])[N:31]=[CH:30]4)=[C:23]([O:22][CH3:21])[CH:24]=3)=[N:38][C:15]=2[CH3:16])=[CH:7][CH:6]=1)([CH3:4])([CH3:3])[CH3:2], predict the reactants needed to synthesize it. The reactants are: [C:1]([C:5]1[CH:11]=[CH:10][C:8](N)=[CH:7][CH:6]=1)([CH3:4])([CH3:3])[CH3:2].[CH3:12][C:13]([CH:15]=[CH2:16])=O.ClC(Cl)=O.[CH3:21][O:22][C:23]1[CH:24]=[C:25]([NH:35][C:36]([NH2:38])=[S:37])[CH:26]=[CH:27][C:28]=1[N:29]1[CH:33]=[C:32]([CH3:34])[N:31]=[CH:30]1. (2) Given the product [C:29]([O:28][C:26](=[O:27])[NH:33][C@H:34]1[CH2:39][CH2:38][CH2:37][CH2:36][C@H:35]1[NH:40][C:2]1[N:3]=[CH:4][C:5]2[S:10][CH:9]=[C:8]([C:11](=[O:12])[NH:13][C:14]3[CH:15]=[C:16]4[C:21](=[C:22]([CH2:24][CH3:25])[CH:23]=3)[N:20]=[CH:19][CH:18]=[CH:17]4)[C:6]=2[N:7]=1)([CH3:32])([CH3:30])[CH3:31], predict the reactants needed to synthesize it. The reactants are: Cl[C:2]1[N:3]=[CH:4][C:5]2[S:10][CH:9]=[C:8]([C:11]([NH:13][C:14]3[CH:15]=[C:16]4[C:21](=[C:22]([CH2:24][CH3:25])[CH:23]=3)[N:20]=[CH:19][CH:18]=[CH:17]4)=[O:12])[C:6]=2[N:7]=1.[C:26]([NH:33][C@H:34]1[CH2:39][CH2:38][CH2:37][CH2:36][C@H:35]1[NH2:40])([O:28][C:29]([CH3:32])([CH3:31])[CH3:30])=[O:27].CCN(C(C)C)C(C)C. (3) Given the product [CH:1]1([CH2:8][N:9]2[C:13]3=[N:14][CH:15]=[CH:16][CH:17]=[C:12]3[C:11]([C:18]3[NH:19][C:29](=[O:30])[O:21][N:20]=3)=[N:10]2)[CH2:2][CH2:3][CH2:4][CH2:5][CH2:6][CH2:7]1, predict the reactants needed to synthesize it. The reactants are: [CH:1]1([CH2:8][N:9]2[C:13]3=[N:14][CH:15]=[CH:16][CH:17]=[C:12]3[C:11]([C:18](=[N:20][OH:21])[NH2:19])=[N:10]2)[CH2:7][CH2:6][CH2:5][CH2:4][CH2:3][CH2:2]1.N1C=CC=CC=1.Cl[C:29](OCC(CC)CCCC)=[O:30].O.